Dataset: Peptide-MHC class I binding affinity with 185,985 pairs from IEDB/IMGT. Task: Regression. Given a peptide amino acid sequence and an MHC pseudo amino acid sequence, predict their binding affinity value. This is MHC class I binding data. The peptide sequence is IASGQRCHFI. The MHC is HLA-A02:03 with pseudo-sequence HLA-A02:03. The binding affinity (normalized) is 0.166.